From a dataset of Catalyst prediction with 721,799 reactions and 888 catalyst types from USPTO. Predict which catalyst facilitates the given reaction. (1) Reactant: [Cl:1][C:2]1[N:10]=[C:9](I)[N:8]=[C:7]2[C:3]=1[N:4]=[CH:5][NH:6]2.C(N(CC)CC)C.[CH3:19][C:20]([OH:24])([C:22]#[CH:23])[CH3:21]. Product: [Cl:1][C:2]1[N:10]=[C:9]([C:23]#[C:22][C:20]([CH3:21])([OH:24])[CH3:19])[N:8]=[C:7]2[C:3]=1[N:4]=[CH:5][NH:6]2. The catalyst class is: 233. (2) Reactant: [H-].[Na+].[CH3:3][C:4]1([CH3:22])[NH:8][C:7](=[O:9])[N:6]([C:10]2[CH:15]=[CH:14][C:13]([O:16][C:17]([F:20])([F:19])[F:18])=[CH:12][CH:11]=2)[C:5]1=[O:21].[CH2:23]([C:25]1[CH:30]=[C:29]([CH2:31]Br)[CH:28]=[CH:27][N:26]=1)[CH3:24].O.C(#N)C. Product: [CH3:3][C:4]1([CH3:22])[N:8]([CH2:31][C:29]2[CH:28]=[CH:27][N:26]=[C:25]([CH2:23][CH3:24])[CH:30]=2)[C:7](=[O:9])[N:6]([C:10]2[CH:15]=[CH:14][C:13]([O:16][C:17]([F:20])([F:19])[F:18])=[CH:12][CH:11]=2)[C:5]1=[O:21]. The catalyst class is: 9. (3) Reactant: [NH:1]1[C:9]2[CH2:8][CH2:7][NH:6][CH2:5][C:4]=2[CH:3]=[N:2]1.[CH3:10][O:11][C:12](=[O:30])[C:13]([N:15]([C:23]([O:25][C:26]([CH3:29])([CH3:28])[CH3:27])=[O:24])[C:16]([O:18][C:19]([CH3:22])([CH3:21])[CH3:20])=[O:17])=[CH2:14]. Product: [CH3:10][O:11][C:12](=[O:30])[CH:13]([N:15]([C:23]([O:25][C:26]([CH3:29])([CH3:28])[CH3:27])=[O:24])[C:16]([O:18][C:19]([CH3:22])([CH3:20])[CH3:21])=[O:17])[CH2:14][N:6]1[CH2:7][CH2:8][C:9]2[NH:1][N:2]=[CH:3][C:4]=2[CH2:5]1. The catalyst class is: 5.